From a dataset of Forward reaction prediction with 1.9M reactions from USPTO patents (1976-2016). Predict the product of the given reaction. (1) Given the reactants Br[C:2]1[CH:10]=[CH:9][C:5]([C:6]([OH:8])=[O:7])=[C:4]([CH3:11])[CH:3]=1.[Li]CCCC.CN([CH:20]=[O:21])C, predict the reaction product. The product is: [CH:20]([C:2]1[CH:10]=[CH:9][C:5]([C:6]([OH:8])=[O:7])=[C:4]([CH3:11])[CH:3]=1)=[O:21]. (2) Given the reactants [OH-].[Na+].[Cl:3][C:4]1[CH:5]=[N:6][C:7]2[C:12]([C:13]=1[CH2:14][CH2:15][CH2:16][CH:17]1[CH2:22][CH2:21][N:20]([C:23]([O:25][C:26]([CH3:29])([CH3:28])[CH3:27])=[O:24])[CH2:19][CH:18]1[C:30]([O:32]C)=[O:31])=[CH:11][C:10]([O:34][CH3:35])=[CH:9][CH:8]=2.C(OCC)C.O, predict the reaction product. The product is: [Cl:3][C:4]1[CH:5]=[N:6][C:7]2[C:12]([C:13]=1[CH2:14][CH2:15][CH2:16][CH:17]1[CH2:22][CH2:21][N:20]([C:23]([O:25][C:26]([CH3:29])([CH3:27])[CH3:28])=[O:24])[CH2:19][CH:18]1[C:30]([OH:32])=[O:31])=[CH:11][C:10]([O:34][CH3:35])=[CH:9][CH:8]=2. (3) Given the reactants [ClH:1].[CH2:2]([O:4][C:5]1[CH:6]=[C:7]([C@@H:13]2[C@H:18]([NH:19][C@@H](C3C=CC(OC)=CC=3)C)[CH2:17][CH2:16][S:15][CH2:14]2)[CH:8]=[CH:9][C:10]=1[O:11][CH3:12])[CH3:3].FC(F)(F)C(O)=O, predict the reaction product. The product is: [ClH:1].[CH2:2]([O:4][C:5]1[CH:6]=[C:7]([C@@H:13]2[C@H:18]([NH2:19])[CH2:17][CH2:16][S:15][CH2:14]2)[CH:8]=[CH:9][C:10]=1[O:11][CH3:12])[CH3:3]. (4) Given the reactants [N:1]1[C:5]2[CH:6]=[CH:7][C:8]([C:10]([NH:12][NH2:13])=[O:11])=[CH:9][C:4]=2[NH:3][CH:2]=1.[Cl:14][C:15]1[CH:16]=[C:17]([CH2:23][CH2:24][C:25](O)=O)[CH:18]=[CH:19][C:20]=1[O:21][CH3:22], predict the reaction product. The product is: [Cl:14][C:15]1[CH:16]=[C:17]([CH:18]=[CH:19][C:20]=1[O:21][CH3:22])[CH2:23][CH2:24][C:25]1[O:11][C:10]([C:8]2[CH:7]=[CH:6][C:5]3[NH:1][CH:2]=[N:3][C:4]=3[CH:9]=2)=[N:12][N:13]=1. (5) Given the reactants [N+:1]([C:4]1[CH:5]=[C:6]([CH:10]=[C:11]([C:13]([F:16])([F:15])[F:14])[CH:12]=1)[C:7]([OH:9])=O)([O-])=O.CN(C)C=O.C(Cl)(=O)C(Cl)=O.[NH:28]1[CH2:33][CH2:32][O:31][CH2:30][CH2:29]1, predict the reaction product. The product is: [N:28]1([C:7]([C:6]2[CH:5]=[C:4]([CH:12]=[C:11]([C:13]([F:16])([F:15])[F:14])[CH:10]=2)[NH2:1])=[O:9])[CH2:33][CH2:32][O:31][CH2:30][CH2:29]1. (6) The product is: [Br-:1].[CH3:7][NH:9][CH2:11][C:12]1([C:15]([NH:17][CH2:18][CH2:19][CH2:20][P+:21]([C:34]2[CH:35]=[CH:36][CH:37]=[CH:38][CH:39]=2)([C:28]2[CH:29]=[CH:30][CH:31]=[CH:32][CH:33]=2)[C:22]2[CH:23]=[CH:24][CH:25]=[CH:26][CH:27]=2)=[O:16])[CH2:14][CH2:13]1. Given the reactants [Br-:1].C(O[C:7]([N:9]([CH2:11][C:12]1([C:15]([NH:17][CH2:18][CH2:19][CH2:20][P+:21]([C:34]2[CH:39]=[CH:38][CH:37]=[CH:36][CH:35]=2)([C:28]2[CH:33]=[CH:32][CH:31]=[CH:30][CH:29]=2)[C:22]2[CH:27]=[CH:26][CH:25]=[CH:24][CH:23]=2)=[O:16])[CH2:14][CH2:13]1)C)=O)(C)(C)C.Cl.C(OCC)C.N, predict the reaction product. (7) Given the reactants [C:1]([O:5][CH2:6][CH2:7][CH2:8][NH:9][C:10]([C:12]1[C:16]([NH:17][C:18]([C:20]2[CH:25]=[CH:24][CH:23]=[CH:22][N:21]=2)=[O:19])=[CH:15][N:14](C2CCCCO2)[N:13]=1)=[O:11])([CH3:4])([CH3:3])[CH3:2].O.C1(C)C=CC(S(O)(=O)=O)=CC=1.C(=O)([O-])O.[Na+], predict the reaction product. The product is: [C:1]([O:5][CH2:6][CH2:7][CH2:8][NH:9][C:10]([C:12]1[C:16]([NH:17][C:18]([C:20]2[CH:25]=[CH:24][CH:23]=[CH:22][N:21]=2)=[O:19])=[CH:15][NH:14][N:13]=1)=[O:11])([CH3:4])([CH3:2])[CH3:3].